Task: Predict the reactants needed to synthesize the given product.. Dataset: Retrosynthesis with 50K atom-mapped reactions and 10 reaction types from USPTO (1) Given the product CCOC(=O)CCCN(C(=O)CCCN(C(=O)c1ccc(Cl)cc1)c1ccc(OC)cc1)c1c(C)cccc1C, predict the reactants needed to synthesize it. The reactants are: CCOC(=O)CCCNc1c(C)cccc1C.COc1ccc(N(CCCC(=O)O)C(=O)c2ccc(Cl)cc2)cc1. (2) Given the product CCCCCCCCCCCCNC(=O)c1ccc(C(=O)OC)cc1, predict the reactants needed to synthesize it. The reactants are: CCCCCCCCCCCCN.COC(=O)c1ccc(C(=O)OC)cc1.